Dataset: Reaction yield outcomes from USPTO patents with 853,638 reactions. Task: Predict the reaction yield, written as a fraction of the theoretical maximum amount of product (1.0 means a 100% yield; for example, 0.34 means a 34% yield). (1) The reactants are [O:1]=[C:2]1[C:7]([CH2:8][C:9]2[CH:14]=[CH:13][C:12]([C:15]3[C:16]([C:21]#[N:22])=[CH:17][CH:18]=[CH:19][CH:20]=3)=[CH:11][CH:10]=2)=[C:6]([CH2:23][CH2:24][CH3:25])[N:5]2[N:26]=[CH:27][N:28]=[C:4]2[N:3]1[CH:29]1[CH2:34][CH2:33][CH:32]([O:35][CH2:36][CH:37]=[CH2:38])[CH2:31][CH2:30]1.ClC1C=CC=C(C(OO)=[O:47])C=1.C(=O)([O-])O.[Na+].S([O-])([O-])(=O)=S.[Na+].[Na+]. The catalyst is C(#N)C. The product is [O:47]1[CH2:38][CH:37]1[CH2:36][O:35][C@H:32]1[CH2:31][CH2:30][C@H:29]([N:3]2[C:2](=[O:1])[C:7]([CH2:8][C:9]3[CH:10]=[CH:11][C:12]([C:15]4[C:16]([C:21]#[N:22])=[CH:17][CH:18]=[CH:19][CH:20]=4)=[CH:13][CH:14]=3)=[C:6]([CH2:23][CH2:24][CH3:25])[N:5]3[N:26]=[CH:27][N:28]=[C:4]23)[CH2:34][CH2:33]1. The yield is 0.200. (2) The reactants are [C:1]1([C:10]2[C:5](=[CH:6][CH:7]=[CH:8][CH:9]=2)[CH2:4][O:3]1)=[O:2].[Li+:11].C[Si]([N-][Si](C)(C)C)(C)C.C1[CH2:25][O:24]CC1.C1C[O:29]CC1. The yield is 1.00. No catalyst specified. The product is [O:2]=[C:1]1[C:10]2[CH:9]=[CH:8][CH:7]=[CH:6][C:5]=2[CH:4]([C:25]([O-:24])=[O:29])[O:3]1.[Li+:11].